Dataset: Forward reaction prediction with 1.9M reactions from USPTO patents (1976-2016). Task: Predict the product of the given reaction. (1) Given the reactants Cl.FC1C=CC=C(F)C=1C([NH:7][C:8]1[CH:13]=[CH:12][C:11]([O:14][C:15]2[CH:20]=[CH:19][N:18]=[C:17]3[NH:21][C:22]([C:24]4[CH:25]=[N:26][CH:27]=[CH:28][CH:29]=4)=[CH:23][C:16]=23)=[C:10]([F:30])[CH:9]=1)=O.[O:36]=[C:37]1[C:42]([C:43]([OH:45])=O)=[CH:41][CH:40]=[CH:39][N:38]1[C:46]1[CH:51]=[CH:50][CH:49]=[CH:48][CH:47]=1, predict the reaction product. The product is: [F:30][C:10]1[CH:9]=[C:8]([NH:7][C:43]([C:42]2[C:37](=[O:36])[N:38]([C:46]3[CH:51]=[CH:50][CH:49]=[CH:48][CH:47]=3)[CH:39]=[CH:40][CH:41]=2)=[O:45])[CH:13]=[CH:12][C:11]=1[O:14][C:15]1[CH:20]=[CH:19][N:18]=[C:17]2[NH:21][C:22]([C:24]3[CH:25]=[N:26][CH:27]=[CH:28][CH:29]=3)=[CH:23][C:16]=12. (2) Given the reactants [NH2:1][C:2]1[CH:16]=[CH:15][C:5]([CH2:6][NH:7][C:8](=[O:14])[O:9][C:10]([CH3:13])([CH3:12])[CH3:11])=[CH:4][CH:3]=1.N1C=CC=CC=1.Cl[C:24](=[O:35])[CH2:25][CH2:26][CH2:27][CH2:28][CH2:29][CH2:30][C:31]([O:33][CH3:34])=[O:32], predict the reaction product. The product is: [CH3:34][O:33][C:31](=[O:32])[CH2:30][CH2:29][CH2:28][CH2:27][CH2:26][CH2:25][C:24]([NH:1][C:2]1[CH:16]=[CH:15][C:5]([CH2:6][NH:7][C:8]([O:9][C:10]([CH3:12])([CH3:13])[CH3:11])=[O:14])=[CH:4][CH:3]=1)=[O:35]. (3) Given the reactants Cl.C[O:3][C:4]1[CH:13]=[CH:12][CH:11]=[C:10]2[C:5]=1[CH2:6][CH2:7][C@H:8]([CH3:14])[NH:9]2.[BrH:15].BrC, predict the reaction product. The product is: [BrH:15].[CH3:14][C@H:8]1[CH2:7][CH2:6][C:5]2[C:4]([OH:3])=[CH:13][CH:12]=[CH:11][C:10]=2[NH:9]1. (4) Given the reactants [OH:1][C@@:2]1([C:9]#[C:10][C:11]2[CH:12]=[C:13]([C:17]3[N:22]=[C:21]([C:23]([O:25]CC)=O)[CH:20]=[C:19]([C:28]4[N:32]([CH3:33])[N:31]=[CH:30][CH:29]=4)[CH:18]=3)[CH:14]=[CH:15][CH:16]=2)[CH2:6][CH2:5][N:4]([CH3:7])[C:3]1=[O:8].[NH3:34], predict the reaction product. The product is: [OH:1][C@@:2]1([C:9]#[C:10][C:11]2[CH:12]=[C:13]([C:17]3[N:22]=[C:21]([C:23]([NH2:34])=[O:25])[CH:20]=[C:19]([C:28]4[N:32]([CH3:33])[N:31]=[CH:30][CH:29]=4)[CH:18]=3)[CH:14]=[CH:15][CH:16]=2)[CH2:6][CH2:5][N:4]([CH3:7])[C:3]1=[O:8]. (5) The product is: [CH3:21][O:20][C:17]1[CH:18]=[CH:19][C:14]([NH:11][C:12]([NH:10][CH2:9][CH2:8][CH2:7][N:6]2[C:2]([CH3:1])=[CH:3][N:4]=[CH:5]2)=[S:13])=[CH:15][CH:16]=1. Given the reactants [CH3:1][C:2]1[N:6]([CH2:7][CH2:8][CH2:9][NH2:10])[CH:5]=[N:4][CH:3]=1.[N:11]([C:14]1[CH:19]=[CH:18][C:17]([O:20][CH3:21])=[CH:16][CH:15]=1)=[C:12]=[S:13], predict the reaction product. (6) Given the reactants [CH3:1][O:2][C:3]1[CH:4]=[CH:5][C:6]2[C:10]([CH3:11])=[CH:9][S:8][C:7]=2[CH:12]=1.[O:13]1CCOCC1, predict the reaction product. The product is: [CH3:1][O:2][C:3]1[CH:4]=[CH:5][C:6]2[C:10]([CH:11]=[O:13])=[CH:9][S:8][C:7]=2[CH:12]=1. (7) The product is: [CH:1]1([CH2:4][O:5][C:6]2[C:7]([C:16]3[C:25]4[C:20](=[CH:21][CH:22]=[CH:23][CH:24]=4)[C:19](=[O:26])[N:18]([CH3:27])[CH:17]=3)=[N:8][C:9]([N:30]3[CH2:31][CH2:32][CH2:33][S:29]3(=[O:34])=[O:28])=[N:10][CH:11]=2)[CH2:2][CH2:3]1. Given the reactants [CH:1]1([CH2:4][O:5][C:6]2[C:7]([C:16]3[C:25]4[C:20](=[CH:21][CH:22]=[CH:23][CH:24]=4)[C:19](=[O:26])[N:18]([CH3:27])[CH:17]=3)=[N:8][C:9](S(C)(=O)=O)=[N:10][CH:11]=2)[CH2:3][CH2:2]1.[O:28]=[S:29]1(=[O:34])[CH2:33][CH2:32][CH2:31][NH:30]1, predict the reaction product. (8) Given the reactants Cl.[NH:2]1[CH2:5][CH:4]([NH:6][C:7]2[C:12](=[O:13])[NH:11][CH:10]=[C:9]([C:14]3[CH:19]=[CH:18][N:17]=[C:16]([C:20]([NH:22][C:23]4[CH:28]=[CH:27][C:26]([CH:29]([CH3:31])[CH3:30])=[C:25]([CH3:32])[CH:24]=4)=[O:21])[CH:15]=3)[CH:8]=2)[CH2:3]1.[C:33]([Cl:37])(=[O:36])[CH:34]=[CH2:35], predict the reaction product. The product is: [ClH:37].[C:33]([N:2]1[CH2:5][CH:4]([NH:6][C:7]2[C:12](=[O:13])[NH:11][CH:10]=[C:9]([C:14]3[CH:19]=[CH:18][N:17]=[C:16]([C:20]([NH:22][C:23]4[CH:28]=[CH:27][C:26]([CH:29]([CH3:30])[CH3:31])=[C:25]([CH3:32])[CH:24]=4)=[O:21])[CH:15]=3)[CH:8]=2)[CH2:3]1)(=[O:36])[CH:34]=[CH2:35]. (9) Given the reactants [CH2:1]([O:3][C:4]([CH2:6][C:7]1[C:8](=[O:16])[CH2:9][CH:10]([O:12][C:13](=[O:15])[CH3:14])[CH:11]=1)=[O:5])[CH3:2].C(OC(CC1C(=O)CC(O)C=1)=O)C, predict the reaction product. The product is: [CH2:1]([O:3][C:4]([CH2:6][C:7]1[C:8](=[O:16])[CH2:9][C@@H:10]([O:12][C:13](=[O:15])[CH3:14])[CH:11]=1)=[O:5])[CH3:2].